Dataset: Full USPTO retrosynthesis dataset with 1.9M reactions from patents (1976-2016). Task: Predict the reactants needed to synthesize the given product. (1) Given the product [CH2:7]([O:11][C:12]1[CH:13]=[CH:14][C:15]([O:18][CH2:20][CH2:19][C:23]([OH:22])=[O:4])=[CH:16][CH:17]=1)[C:8]#[C:9][CH3:10], predict the reactants needed to synthesize it. The reactants are: CC(C)([O-:4])C.[K+].[CH2:7]([O:11][C:12]1[CH:17]=[CH:16][C:15]([OH:18])=[CH:14][CH:13]=1)[C:8]#[C:9][CH3:10].[CH2:19]1[CH2:23][O:22]C[CH2:20]1. (2) Given the product [OH:1][C:2]1[C:3]([C:8]([O:10][CH3:16])=[O:9])=[N:4][CH:5]=[CH:6][CH:7]=1, predict the reactants needed to synthesize it. The reactants are: [OH:1][C:2]1[C:3]([C:8]([OH:10])=[O:9])=[N:4][CH:5]=[CH:6][CH:7]=1.S(=O)(=O)(O)O.[CH3:16]O. (3) The reactants are: C[O:2][C:3]1[C:8]2[NH:9][CH:10]([CH2:13][NH:14][C:15](=[O:17])[CH3:16])[CH2:11][O:12][C:7]=2[CH:6]=[CH:5][CH:4]=1.B(Br)(Br)Br. Given the product [OH:2][C:3]1[C:8]2[NH:9][CH:10]([CH2:13][NH:14][C:15](=[O:17])[CH3:16])[CH2:11][O:12][C:7]=2[CH:6]=[CH:5][CH:4]=1, predict the reactants needed to synthesize it. (4) Given the product [CH2:1]([O:2][CH2:3][C:4]1[N:12]2[C:7]([CH:8]=[CH:9][CH:10]=[CH:11]2)=[CH:6][CH:5]=1)[CH:15]=[CH2:16], predict the reactants needed to synthesize it. The reactants are: [CH3:1][O:2][CH2:3][C:4]1[N:12]2[C:7]([CH:8]=[CH:9][CH:10]=[CH:11]2)=[CH:6][CH:5]=1.C[Si](C)(C)[C:15]#[C:16]/C=C\C1C=CC=CN=1.[F-].[K+]. (5) The reactants are: [CH3:1][N:2]1[C:6]([CH3:7])=[C:5]([C:8]2[C:9]3[N:10]([N:14]=[C:15]([NH2:17])[N:16]=3)[CH:11]=[CH:12][N:13]=2)[C:4]([CH3:18])=[N:3]1.ClC1C2N(N=C(N)N=2)C=CN=1.CN1C(C)=C(B(O)O)C(C)=N1.Cl[C:42]1[CH:50]=[C:49]2[C:45]([C:46]([CH3:53])([CH3:52])[C:47](=[O:51])[NH:48]2)=[CH:44][CH:43]=1. Given the product [CH3:52][C:46]1([CH3:53])[C:45]2[C:49](=[CH:50][C:42]([NH:17][C:15]3[N:16]=[C:9]4[C:8]([C:5]5[C:4]([CH3:18])=[N:3][N:2]([CH3:1])[C:6]=5[CH3:7])=[N:13][CH:12]=[CH:11][N:10]4[N:14]=3)=[CH:43][CH:44]=2)[NH:48][C:47]1=[O:51], predict the reactants needed to synthesize it. (6) Given the product [C:7]([O:12][CH2:13][CH2:14][CH2:15][Si:16]([CH3:19])([CH3:18])[OH:4])(=[O:11])[C:8]([CH3:10])=[CH2:9], predict the reactants needed to synthesize it. The reactants are: O.C([O:4]CC)C.[C:7]([O:12][CH2:13][CH2:14][CH2:15][Si:16]([CH3:19])([CH3:18])Cl)(=[O:11])[C:8]([CH3:10])=[CH2:9]. (7) Given the product [C:4]([O:3][C:1]([C@:8]([NH2:20])([CH2:12][CH3:13])[CH:9]=[O:10])=[O:2])([CH3:7])([CH3:6])[CH3:5], predict the reactants needed to synthesize it. The reactants are: [C:1]([C@@H:8]([CH2:12][CH3:13])[CH:9](N)[OH:10])([O:3][C:4]([CH3:7])([CH3:6])[CH3:5])=[O:2].CC1(C)[N:20]([O])C(C)(C)CCC1.[Br-].[Na+].C(=O)([O-])O.[Na+]. (8) Given the product [CH3:1][O:2][C:3](=[O:17])[C:4]1[CH:13]=[C:12]([C:14]#[N:15])[C:7]([C:8]([O:10][CH3:11])=[O:9])=[CH:6][C:5]=1[Br:22], predict the reactants needed to synthesize it. The reactants are: [CH3:1][O:2][C:3](=[O:17])[C:4]1[CH:13]=[C:12]([C:14]#[N:15])[C:7]([C:8]([O:10][CH3:11])=[O:9])=[CH:6][C:5]=1N.N([O-])=O.[Na+].[BrH:22].